This data is from Reaction yield outcomes from USPTO patents with 853,638 reactions. The task is: Predict the reaction yield, written as a fraction of the theoretical maximum amount of product (1.0 means a 100% yield; for example, 0.34 means a 34% yield). (1) The reactants are [C:1]1([C:7]2[C:11]([C:12](O)=[O:13])=[C:10]([C:15]([F:18])([F:17])[F:16])[O:9][N:8]=2)[CH:6]=[CH:5][CH:4]=[CH:3][CH:2]=1.C(N(CC)CC)C.C(OC(Cl)=O)C.[BH4-].[Na+]. The catalyst is C1COCC1.O.Cl. The product is [C:1]1([C:7]2[C:11]([CH2:12][OH:13])=[C:10]([C:15]([F:17])([F:18])[F:16])[O:9][N:8]=2)[CH:2]=[CH:3][CH:4]=[CH:5][CH:6]=1. The yield is 0.660. (2) The reactants are [C:1]([C:5]1[O:9][N:8]=[C:7]([NH:10][C:11]([NH:13][C:14]2[CH:19]=[CH:18][CH:17]=[C:16]([S:20][C:21]3[C:30]4[C:25](=[CH:26][C:27]([O:33][CH2:34][CH2:35]Cl)=[C:28]([O:31][CH3:32])[CH:29]=4)[N:24]=[CH:23][N:22]=3)[CH:15]=2)=[O:12])[CH:6]=1)([CH3:4])([CH3:3])[CH3:2].[CH3:37][N:38]1[CH2:43][CH2:42][NH:41][CH2:40][CH2:39]1.C(N(C(C)C)CC)(C)C. The catalyst is CN(C=O)C.[I-].C([N+](CCCC)(CCCC)CCCC)CCC. The product is [C:1]([C:5]1[O:9][N:8]=[C:7]([NH:10][C:11]([NH:13][C:14]2[CH:19]=[CH:18][CH:17]=[C:16]([S:20][C:21]3[C:30]4[C:25](=[CH:26][C:27]([O:33][CH2:34][CH2:35][N:41]5[CH2:42][CH2:43][N:38]([CH3:37])[CH2:39][CH2:40]5)=[C:28]([O:31][CH3:32])[CH:29]=4)[N:24]=[CH:23][N:22]=3)[CH:15]=2)=[O:12])[CH:6]=1)([CH3:4])([CH3:3])[CH3:2]. The yield is 0.0830. (3) The reactants are BrCCBr.C[Si](Cl)(C)C.[CH3:10][O:11][C:12](=[O:21])/[C:13](/I)=[CH:14]\[CH:15]1[CH2:19][CH2:18][CH2:17][CH2:16]1.C1(P(C2C=CC=CC=2)C2C=CC=CC=2)C=CC=CC=1.Br[C:42]1[CH:47]=[CH:46][C:45]([N:48]2[C:52]([CH3:53])=[N:51][N:50]=[N:49]2)=[C:44]([C:54]([F:57])([F:56])[F:55])[CH:43]=1.[Cl-].[NH4+]. The yield is 0.776. The catalyst is O1CCCC1.[Zn].C1C=CC(/C=C/C(/C=C/C2C=CC=CC=2)=O)=CC=1.C1C=CC(/C=C/C(/C=C/C2C=CC=CC=2)=O)=CC=1.[Pd]. The product is [CH3:10][O:11][C:12](=[O:21])/[C:13](/[C:42]1[CH:47]=[CH:46][C:45]([N:48]2[C:52]([CH3:53])=[N:51][N:50]=[N:49]2)=[C:44]([C:54]([F:57])([F:56])[F:55])[CH:43]=1)=[CH:14]/[CH:15]1[CH2:19][CH2:18][CH2:17][CH2:16]1. (4) The reactants are [CH3:1][O:2][C:3]1[CH:4]=[C:5]2[C:10](=[CH:11][C:12]=1[O:13][CH3:14])[N:9]=[CH:8][N:7]=[C:6]2[O:15][C:16]1[CH:17]=[C:18]2[C:23](=[CH:24][CH:25]=1)[C:22]([C:26]([OH:28])=O)=[CH:21][CH:20]=[CH:19]2.[F:29][C:30]([F:40])([F:39])[C:31]1[CH:36]=[CH:35][C:34]([NH2:37])=[C:33]([NH2:38])[CH:32]=1. No catalyst specified. The product is [NH2:38][C:33]1[CH:32]=[C:31]([C:30]([F:29])([F:39])[F:40])[CH:36]=[CH:35][C:34]=1[NH:37][C:26]([C:22]1[C:23]2[C:18](=[CH:17][C:16]([O:15][C:6]3[C:5]4[C:10](=[CH:11][C:12]([O:13][CH3:14])=[C:3]([O:2][CH3:1])[CH:4]=4)[N:9]=[CH:8][N:7]=3)=[CH:25][CH:24]=2)[CH:19]=[CH:20][CH:21]=1)=[O:28]. The yield is 0.790. (5) The reactants are [Cl:1][C:2]1[C:11]2[C:6](=[CH:7][CH:8]=[CH:9][C:10]=2[O:12][CH:13]2[CH2:18][CH2:17][N:16]([CH3:19])[CH2:15][CH2:14]2)[N:5]=[CH:4][N:3]=1.[C:20]([C:22]1[CH:23]=[C:24]([CH:26]=[CH:27][CH:28]=1)[NH2:25])#[CH:21]. No catalyst specified. The product is [ClH:1].[C:20]([C:22]1[CH:23]=[C:24]([CH:26]=[CH:27][CH:28]=1)[NH:25][C:2]1[C:11]2[C:6](=[CH:7][CH:8]=[CH:9][C:10]=2[O:12][CH:13]2[CH2:18][CH2:17][N:16]([CH3:19])[CH2:15][CH2:14]2)[N:5]=[CH:4][N:3]=1)#[CH:21]. The yield is 0.270. (6) The reactants are [CH:1]1([C:4]#[C:5][NH:6][C:7]2[CH:12]=[CH:11][C:10]([F:13])=[CH:9][CH:8]=2)[CH2:3]C1.[C:14]1(C)C=CC=CC=1. The catalyst is [Cl-].[Na+].O. The product is [CH:4]1([C:5]2[NH:6][C:7]3[C:8]([CH:14]=2)=[CH:9][C:10]([F:13])=[CH:11][CH:12]=3)[CH2:1][CH2:3]1. The yield is 0.780. (7) The reactants are [CH3:1][CH2:2][CH:3]([O:6][C@H:7]1[C@H:12]([NH:13][C:14]([CH3:16])=[O:15])[C@@H:11]([NH2:17])[CH2:10][C:9]([C:18]([O:20][CH2:21][CH3:22])=[O:19])=[CH:8]1)[CH2:4][CH3:5].OP(O)(O)=O.C(N(CC)CC)C.[C:35](=O)([O:41]C(C)(C)C)[O:36][C:37]([CH3:40])([CH3:39])[CH3:38]. The catalyst is CO. The product is [C:14]([NH:13][C@@H:12]1[C@@H:11]([NH:17][C:35]([O:36][C:37]([CH3:40])([CH3:39])[CH3:38])=[O:41])[CH2:10][C:9]([C:18]([O:20][CH2:21][CH3:22])=[O:19])=[CH:8][C@H:7]1[O:6][CH:3]([CH2:2][CH3:1])[CH2:4][CH3:5])(=[O:15])[CH3:16]. The yield is 0.860. (8) The reactants are [NH2:1][C:2]1[C:3]([C:13]([O:15]C)=[O:14])=[N:4][C:5]([C:8]2[S:9][CH:10]=[CH:11][N:12]=2)=[CH:6][CH:7]=1.[Li+].[OH-].Cl. The catalyst is C1COCC1. The product is [NH2:1][C:2]1[C:3]([C:13]([OH:15])=[O:14])=[N:4][C:5]([C:8]2[S:9][CH:10]=[CH:11][N:12]=2)=[CH:6][CH:7]=1. The yield is 0.610. (9) The reactants are [C:1]([N:4]([C:8]1[C:13]([N+:14]([O-])=O)=[CH:12][C:11]([Br:17])=[CH:10][C:9]=1[O:18][CH2:19][C:20]1[CH:25]=[CH:24][CH:23]=[CH:22][CH:21]=1)C(=O)C)(=[O:3])[CH3:2].C.O.NN. The catalyst is CO.[Fe](Cl)(Cl)Cl. The product is [NH2:14][C:13]1[CH:12]=[C:11]([Br:17])[CH:10]=[C:9]([O:18][CH2:19][C:20]2[CH:25]=[CH:24][CH:23]=[CH:22][CH:21]=2)[C:8]=1[NH:4][C:1](=[O:3])[CH3:2]. The yield is 0.650.